The task is: Regression. Given two drug SMILES strings and cell line genomic features, predict the synergy score measuring deviation from expected non-interaction effect.. This data is from NCI-60 drug combinations with 297,098 pairs across 59 cell lines. Drug 1: C1CC(=O)NC(=O)C1N2C(=O)C3=CC=CC=C3C2=O. Drug 2: C1CCC(C(C1)N)N.C(=O)(C(=O)[O-])[O-].[Pt+4]. Cell line: SK-OV-3. Synergy scores: CSS=1.79, Synergy_ZIP=0.654, Synergy_Bliss=3.04, Synergy_Loewe=-0.632, Synergy_HSA=-0.234.